From a dataset of Forward reaction prediction with 1.9M reactions from USPTO patents (1976-2016). Predict the product of the given reaction. (1) Given the reactants [O:1]1[CH2:6][CH2:5][CH2:4][O:3][CH:2]1[CH2:7][CH:8]=[C:9]1[CH2:14][CH2:13][N:12]([C:15]2[CH:25]=[CH:24][C:18]([C:19]([O:21][CH2:22][CH3:23])=[O:20])=[CH:17][CH:16]=2)[CH2:11][CH2:10]1, predict the reaction product. The product is: [O:1]1[CH2:6][CH2:5][CH2:4][O:3][CH:2]1[CH2:7][CH2:8][CH:9]1[CH2:10][CH2:11][N:12]([C:15]2[CH:16]=[CH:17][C:18]([C:19]([O:21][CH2:22][CH3:23])=[O:20])=[CH:24][CH:25]=2)[CH2:13][CH2:14]1. (2) Given the reactants [C:1]([C:4]1[CH:9]=[CH:8][CH:7]=[CH:6][CH:5]=1)(=[O:3])[CH3:2].N12CCCN=C1CCCCC2, predict the reaction product. The product is: [C:4]1([C@H:1]([OH:3])[CH3:2])[CH:9]=[CH:8][CH:7]=[CH:6][CH:5]=1.